This data is from Full USPTO retrosynthesis dataset with 1.9M reactions from patents (1976-2016). The task is: Predict the reactants needed to synthesize the given product. (1) Given the product [Br:1][C:2]1[CH:3]=[CH:4][C:5]([F:10])=[C:6]([CH2:8][Br:12])[CH:7]=1, predict the reactants needed to synthesize it. The reactants are: [Br:1][C:2]1[CH:3]=[CH:4][C:5]([F:10])=[C:6]([CH2:8]O)[CH:7]=1.P(Br)(Br)[Br:12].C([O-])(O)=O.[Na+]. (2) Given the product [CH3:34][C:25]1[CH:30]=[CH:29][C:28]([C:31]([NH:33][C:21]([C:10]2[C:9]([CH3:24])=[C:8]([C:5]3[CH:4]=[CH:3][C:2]([Cl:1])=[CH:7][CH:6]=3)[N:12]([C:13]3[CH:18]=[CH:17][C:16]([Cl:19])=[CH:15][C:14]=3[Cl:20])[N:11]=2)=[O:22])=[O:32])=[CH:27][CH:26]=1, predict the reactants needed to synthesize it. The reactants are: [Cl:1][C:2]1[CH:7]=[CH:6][C:5]([C:8]2[N:12]([C:13]3[CH:18]=[CH:17][C:16]([Cl:19])=[CH:15][C:14]=3[Cl:20])[N:11]=[C:10]([C:21](Cl)=[O:22])[C:9]=2[CH3:24])=[CH:4][CH:3]=1.[C:25]1([CH3:34])[CH:30]=[CH:29][C:28]([C:31]([NH2:33])=[O:32])=[CH:27][CH:26]=1.C[Si]([N-][Si](C)(C)C)(C)C.[Li+]. (3) Given the product [C:1]([O:5][C:6]([N:8]1[CH2:13][CH2:12][O:11][CH2:10][CH:9]1[C:14](=[O:16])[NH:17][C:18]1[CH:22]=[C:21]([C:23]([CH3:26])([CH3:25])[CH3:24])[O:20][N:19]=1)=[O:7])([CH3:2])([CH3:3])[CH3:4], predict the reactants needed to synthesize it. The reactants are: [C:1]([O:5][C:6]([N:8]1[CH2:13][CH2:12][O:11][CH2:10][CH:9]1[C:14]([OH:16])=O)=[O:7])([CH3:4])([CH3:3])[CH3:2].[NH2:17][C:18]1[CH:22]=[C:21]([C:23]([CH3:26])([CH3:25])[CH3:24])[O:20][N:19]=1.P(Cl)(Cl)(Cl)=O. (4) Given the product [Cl:1][C:2]1[N:11]=[CH:10][CH:9]=[C:8]2[C:3]=1[C:4]1[CH:16]=[N:15][CH:14]=[CH:13][C:5]=1[C:6]([CH:17]([CH3:19])[CH3:18])=[N:7]2, predict the reactants needed to synthesize it. The reactants are: [Cl:1][C:2]1[N:11]=[CH:10][CH:9]=[C:8]2[C:3]=1[C:4]1[CH:16]=[N:15][CH:14]=[CH:13][C:5]=1[C:6](Cl)=[N:7]2.[CH:17]([Mg]Br)([CH3:19])[CH3:18]. (5) Given the product [C:46]([OH:59])(=[O:58])[CH:47]=[CH2:48].[NH2:26][C:27]([O:19][CH2:1][CH3:2])=[O:28], predict the reactants needed to synthesize it. The reactants are: [CH2:1]([OH:19])[CH2:2]CCCCCCCCCCCCCCCC.C(N=C=O)CCCCC[N:26]=[C:27]=[O:28].C1C=C(CN=C=O)C=C(CN=C=O)C=1.[C:46]([O-:59])(=[O:58])[CH2:47][CH2:48]CCCCCCCCC.C([Sn+2]CCCC)CCC.[C:46]([O-:59])(=[O:58])[CH2:47][CH2:48]CCCCCCCCC.COC1C=CC(O)=CC=1.